From a dataset of Forward reaction prediction with 1.9M reactions from USPTO patents (1976-2016). Predict the product of the given reaction. (1) Given the reactants [CH3:1][CH:2]([O:4][C:5]1[CH:6]=[C:7]([C:11](=[O:29])[CH2:12][O:13][C:14]2[CH:19]=[CH:18][C:17]([C:20]3[O:24][N:23]=[C:22]([O:25][CH2:26][O:27][CH3:28])[CH:21]=3)=[CH:16][CH:15]=2)[CH:8]=[CH:9][CH:10]=1)[CH3:3].[BH4-].[Na+], predict the reaction product. The product is: [CH3:3][CH:2]([O:4][C:5]1[CH:6]=[C:7]([CH:11]([OH:29])[CH2:12][O:13][C:14]2[CH:19]=[CH:18][C:17]([C:20]3[O:24][N:23]=[C:22]([O:25][CH2:26][O:27][CH3:28])[CH:21]=3)=[CH:16][CH:15]=2)[CH:8]=[CH:9][CH:10]=1)[CH3:1]. (2) Given the reactants [C:1]1(=O)[CH2:6][CH2:5][CH2:4][CH2:3][CH2:2]1.[C:8]([O:14]CC)(=O)[CH2:9][C:10]([CH3:12])=O.C([O-])(C)=O.[NH4+:21], predict the reaction product. The product is: [CH3:12][C:10]1[C:1]2[CH2:6][CH2:5][CH2:4][CH2:3][C:2]=2[N:21]=[C:8]([OH:14])[CH:9]=1. (3) Given the reactants [NH2:1][C:2]([CH3:7])([CH2:5][OH:6])[CH2:3][OH:4].[N+:8]([C:11]1[CH:12]=[C:13]([S:17](Cl)(=[O:19])=[O:18])[CH:14]=[CH:15][CH:16]=1)([O-:10])=[O:9].C(N(CC)CC)C.O, predict the reaction product. The product is: [OH:4][CH2:3][C:2]([NH:1][S:17]([C:13]1[CH:14]=[CH:15][CH:16]=[C:11]([N+:8]([O-:10])=[O:9])[CH:12]=1)(=[O:18])=[O:19])([CH2:5][OH:6])[CH3:7]. (4) Given the reactants [C:1]([O:4][C:5]1[CH:6]=[C:7]([CH:11]=[CH:12][CH:13]=1)[C:8](O)=[O:9])(=[O:3])[CH3:2].[NH2:14]CC1SC=CC=1.ON1C2C=CC=CC=2N=N1.CN(C)CCCN=C=NCC, predict the reaction product. The product is: [C:1]([O:4][C:5]1[CH:6]=[C:7]([CH:11]=[CH:12][CH:13]=1)[C:8]([NH2:14])=[O:9])(=[O:3])[CH3:2]. (5) The product is: [C:1]1([C:7]#[C:8][C:15]2[CH:20]=[CH:19][CH:18]=[CH:17][CH:16]=2)[CH:6]=[CH:5][CH:4]=[CH:3][CH:2]=1. Given the reactants [C:1]1([C:7]#[CH:8])[CH:6]=[CH:5][CH:4]=[CH:3][CH:2]=1.C([Li])CCC.C(#N)[C:15]1[CH:20]=[CH:19][CH:18]=[CH:17][CH:16]=1.CN(C)CCCCN(C)C.CCCCCCCCCCCCC, predict the reaction product.